This data is from Drug half-life prediction data from Obach et al.. The task is: Regression/Classification. Given a drug SMILES string, predict its absorption, distribution, metabolism, or excretion properties. Task type varies by dataset: regression for continuous measurements (e.g., permeability, clearance, half-life) or binary classification for categorical outcomes (e.g., BBB penetration, CYP inhibition). For this dataset (half_life_obach), we predict log10(half-life) (log10 of half-life in hours). (1) The log10(half-life) is 0.200. The compound is N#Cc1ccc2c(c1)CN(S(=O)(=O)c1cccs1)[C@H](Cc1ccccc1)CN2Cc1c[nH]cn1. (2) The compound is CN1CC[C@]23c4c5ccc(O)c4O[C@H]2[C@@H](O[C@@H]2O[C@H](C(=O)O)[C@@H](O)[C@H](O)[C@H]2O)C=C[C@H]3[C@H]1C5. The log10(half-life) is 0.150. (3) The molecule is NCCCNc1ccc2c(CNCCO)nn3c4c(O)ccc(O)c4c(=O)c1c23. The log10(half-life) is 1.51. (4) The molecule is OCCN1C[C@H](O)[C@@H](O)[C@H](O)[C@H]1CO. The log10(half-life) is 0.360. (5) The molecule is O=P(O)(O)C(O)(Cn1ccnc1)P(=O)(O)O. The log10(half-life) is 1.04.